This data is from Catalyst prediction with 721,799 reactions and 888 catalyst types from USPTO. The task is: Predict which catalyst facilitates the given reaction. (1) Reactant: [C:1]([CH2:3][CH:4]([N:24]1[CH:28]=[C:27]([C:29]2[C:30]3[CH:37]=[CH:36][N:35]([CH2:38][O:39][CH2:40][CH2:41][Si:42]([CH3:45])([CH3:44])[CH3:43])[C:31]=3[N:32]=[CH:33][N:34]=2)[CH:26]=[N:25]1)[CH2:5][N:6]1[CH2:11][CH2:10][CH:9]([O:12][C:13]2[CH:14]=[C:15]([CH:20]=[C:21]([F:23])[CH:22]=2)[C:16]([O:18]C)=[O:17])[CH2:8][CH2:7]1)#[N:2].C1COCC1.O.[OH-].[Li+].Cl. Product: [C:1]([CH2:3][CH:4]([N:24]1[CH:28]=[C:27]([C:29]2[C:30]3[CH:37]=[CH:36][N:35]([CH2:38][O:39][CH2:40][CH2:41][Si:42]([CH3:43])([CH3:45])[CH3:44])[C:31]=3[N:32]=[CH:33][N:34]=2)[CH:26]=[N:25]1)[CH2:5][N:6]1[CH2:11][CH2:10][CH:9]([O:12][C:13]2[CH:14]=[C:15]([CH:20]=[C:21]([F:23])[CH:22]=2)[C:16]([OH:18])=[O:17])[CH2:8][CH2:7]1)#[N:2]. The catalyst class is: 72. (2) Reactant: C[O:2][CH:3](OC)[CH2:4][O:5][C:6]1[CH:13]=[CH:12][C:11]([CH3:14])=[CH:10][C:7]=1[CH:8]=O.CCOCC. Product: [CH3:14][C:11]1[CH:12]=[CH:13][C:6]2[O:5][C:4]([CH:3]=[O:2])=[CH:8][C:7]=2[CH:10]=1. The catalyst class is: 55.